Dataset: Reaction yield outcomes from USPTO patents with 853,638 reactions. Task: Predict the reaction yield, written as a fraction of the theoretical maximum amount of product (1.0 means a 100% yield; for example, 0.34 means a 34% yield). (1) The reactants are Cl.[NH2:2][C@@H:3]([CH2:24][CH:25]1[CH2:30][CH2:29][CH2:28][CH2:27][CH2:26]1)[C:4]([NH:6][C@H:7]1[CH2:13][CH2:12][CH2:11][N:10]([S:14]([C:17]2[CH:22]=[CH:21][CH:20]=[CH:19][N:18]=2)(=[O:16])=[O:15])[CH2:9][C@@H:8]1[OH:23])=[O:5].[CH3:31][C:32]1[C:36]([S:37](Cl)(=[O:39])=[O:38])=[C:35]([CH3:41])[O:34][N:33]=1.CC(OI1(OC(C)=O)(OC(C)=O)OC(=O)C2C=CC=CC1=2)=O. No catalyst specified. The product is [CH:25]1([CH2:24][C@H:3]([NH:2][S:37]([C:36]2[C:32]([CH3:31])=[N:33][O:34][C:35]=2[CH3:41])(=[O:39])=[O:38])[C:4]([NH:6][C@H:7]2[CH2:13][CH2:12][CH2:11][N:10]([S:14]([C:17]3[CH:22]=[CH:21][CH:20]=[CH:19][N:18]=3)(=[O:15])=[O:16])[CH2:9][C:8]2=[O:23])=[O:5])[CH2:30][CH2:29][CH2:28][CH2:27][CH2:26]1. The yield is 0.360. (2) The reactants are C(Cl)(=O)C(Cl)=O.CS(C)=O.[CH2:11]([O:18][C:19]([N:21]1[CH2:25][CH:24]([OH:26])[C@:23]([CH3:34])([C:27]([O:29][C:30]([CH3:33])([CH3:32])[CH3:31])=[O:28])[CH2:22]1)=[O:20])[C:12]1[CH:17]=[CH:16][CH:15]=[CH:14][CH:13]=1.C(N(CC)CC)C.[Cl-].[NH4+]. The catalyst is ClCCl.O. The product is [CH2:11]([O:18][C:19]([N:21]1[CH2:25][C:24](=[O:26])[C@:23]([CH3:34])([C:27]([O:29][C:30]([CH3:33])([CH3:32])[CH3:31])=[O:28])[CH2:22]1)=[O:20])[C:12]1[CH:13]=[CH:14][CH:15]=[CH:16][CH:17]=1. The yield is 0.858. (3) The reactants are [CH3:1][O:2][C:3]1[CH:12]=[C:11]2[C:6]([C:7](=O)[NH:8][CH:9]=[N:10]2)=[CH:5][C:4]=1[O:14][CH2:15][CH2:16][O:17][CH3:18].O=P(Cl)(Cl)[Cl:21]. The catalyst is C1(C)C=CC=CC=1. The product is [Cl:21][C:7]1[C:6]2[C:11](=[CH:12][C:3]([O:2][CH3:1])=[C:4]([O:14][CH2:15][CH2:16][O:17][CH3:18])[CH:5]=2)[N:10]=[CH:9][N:8]=1. The yield is 0.690. (4) The reactants are Cl[C:2]1[CH:3]=[CH:4][N:5]2[C:10]([C:11]=1[CH3:12])=[C:9]([CH:13]1[CH2:15][CH2:14]1)[CH:8]=[C:7]([C:16]([O:18][CH3:19])=[O:17])[C:6]2=[O:20].[N:21]1[CH:26]=[CH:25][CH:24]=[C:23](B(O)O)[CH:22]=1. No catalyst specified. The product is [N:21]1[CH:26]=[CH:25][CH:24]=[C:23]([C:2]2[CH:3]=[CH:4][N:5]3[C:10]([C:11]=2[CH3:12])=[C:9]([CH:13]2[CH2:15][CH2:14]2)[CH:8]=[C:7]([C:16]([O:18][CH3:19])=[O:17])[C:6]3=[O:20])[CH:22]=1. The yield is 0.870. (5) The product is [CH3:48][O:47][C:45](=[O:46])[CH:44]=[CH:49][C@H:3]1[CH2:8][CH2:7][C@H:6]([CH2:9][N:10]([CH3:24])[S:11]([C:14]2[CH:15]=[CH:16][C:17]([C:20]([F:23])([F:21])[F:22])=[CH:18][CH:19]=2)(=[O:13])=[O:12])[CH2:5][CH2:4]1. The reactants are C([C@H:3]1[CH2:8][CH2:7][C@H:6]([CH2:9][N:10]([CH3:24])[S:11]([C:14]2[CH:19]=[CH:18][C:17]([C:20]([F:23])([F:22])[F:21])=[CH:16][CH:15]=2)(=[O:13])=[O:12])[CH2:5][CH2:4]1)=O.C1(P(=[CH:44][C:45]([O:47][CH3:48])=[O:46])(C2C=CC=CC=2)C2C=CC=CC=2)C=CC=CC=1.[C:49]1(C)C=CC=CC=1. No catalyst specified. The yield is 0.910. (6) The reactants are [F:1][C:2]1[CH:40]=[CH:39][CH:38]=[C:37]([C:41]([F:44])([F:43])[F:42])[C:3]=1[CH2:4][N:5]1[C:10]2[CH2:11][O:12][C:13]3([CH2:18][CH2:17][NH:16][CH2:15][CH2:14]3)[C:9]=2[C:8](=[O:19])[N:7]([CH2:20][C@H:21]([NH:28][C:29](=[O:35])[O:30][C:31]([CH3:34])([CH3:33])[CH3:32])[C:22]2[CH:27]=[CH:26][CH:25]=[CH:24][CH:23]=2)[C:6]1=[O:36].[F:45][C:46]1[CH:47]=[C:48]([CH:51]=[CH:52][CH:53]=1)[CH2:49]Br.C(N(CC)C(C)C)(C)C. The catalyst is ClCCl. The product is [F:1][C:2]1[CH:40]=[CH:39][CH:38]=[C:37]([C:41]([F:42])([F:43])[F:44])[C:3]=1[CH2:4][N:5]1[C:10]2[CH2:11][O:12][C:13]3([CH2:14][CH2:15][N:16]([CH2:49][C:48]4[CH:51]=[CH:52][CH:53]=[C:46]([F:45])[CH:47]=4)[CH2:17][CH2:18]3)[C:9]=2[C:8](=[O:19])[N:7]([CH2:20][C@H:21]([NH:28][C:29](=[O:35])[O:30][C:31]([CH3:34])([CH3:33])[CH3:32])[C:22]2[CH:23]=[CH:24][CH:25]=[CH:26][CH:27]=2)[C:6]1=[O:36]. The yield is 0.880.